This data is from Reaction yield outcomes from USPTO patents with 853,638 reactions. The task is: Predict the reaction yield, written as a fraction of the theoretical maximum amount of product (1.0 means a 100% yield; for example, 0.34 means a 34% yield). (1) The reactants are [Br:1][C:2]1[CH:3]=[C:4]([O:9][C:10]2[C:11]([F:35])=[C:12]([CH2:17][NH:18][C:19]([C:21]3[N:25](COCC[Si](C)(C)C)[CH:24]=[N:23][C:22]=3[Cl:34])=[O:20])[CH:13]=[CH:14][C:15]=2[Cl:16])[CH:5]=[C:6]([Cl:8])[CH:7]=1.C(O)(C(F)(F)F)=O. The catalyst is C(Cl)Cl. The product is [Br:1][C:2]1[CH:3]=[C:4]([O:9][C:10]2[C:11]([F:35])=[C:12]([CH2:17][NH:18][C:19]([C:21]3[NH:25][CH:24]=[N:23][C:22]=3[Cl:34])=[O:20])[CH:13]=[CH:14][C:15]=2[Cl:16])[CH:5]=[C:6]([Cl:8])[CH:7]=1. The yield is 0.820. (2) The reactants are [O:1]1CCO[CH:2]1[C:6]1[CH:7]=[CH:8][C:9]([CH2:12][O:13][C:14]2[CH:19]=[CH:18][CH:17]=[CH:16][N:15]=2)=[N:10][CH:11]=1.CS(C)=O.Cl.[OH-].[Na+]. The catalyst is O1CCCC1. The product is [N:15]1[CH:16]=[CH:17][CH:18]=[CH:19][C:14]=1[O:13][CH2:12][C:9]1[N:10]=[CH:11][C:6]([CH:2]=[O:1])=[CH:7][CH:8]=1. The yield is 0.480. (3) The reactants are [OH:1][C@@H:2]1[C@H:7]([NH:8][C:9](=[O:15])[O:10][C:11]([CH3:14])([CH3:13])[CH3:12])[CH:6]=[C:5]([C:16]2[CH:21]=[CH:20][N:19]=[CH:18][C:17]=2[N+:22]([O-:24])=[O:23])[CH2:4][C@@H:3]1[CH3:25].[CH3:26][S:27](Cl)(=[O:29])=[O:28]. The catalyst is N1C=CC=CC=1. The product is [CH3:26][S:27]([O:1][C@H:2]1[C@@H:3]([CH3:25])[CH2:4][C:5]([C:16]2[CH:21]=[CH:20][N:19]=[CH:18][C:17]=2[N+:22]([O-:24])=[O:23])=[CH:6][C@H:7]1[NH:8][C:9]([O:10][C:11]([CH3:12])([CH3:13])[CH3:14])=[O:15])(=[O:29])=[O:28]. The yield is 0.460. (4) The yield is 0.900. The catalyst is C1COCC1.O. The product is [Cl:1][C:2]1[CH:35]=[CH:34][CH:33]=[C:32]([C:36]([F:39])([F:38])[F:37])[C:3]=1[C:4]([N:6]1[C:14]2[C:9](=[CH:10][CH:11]=[C:12]([C:15]3[O:19][N:18]=[C:17]([CH3:20])[N:16]=3)[CH:13]=2)[C:8]([C:21]2[CH:30]=[CH:29][C:24]([C:25]([OH:27])=[O:26])=[CH:23][C:22]=2[F:31])=[N:7]1)=[O:5]. The reactants are [Cl:1][C:2]1[CH:35]=[CH:34][CH:33]=[C:32]([C:36]([F:39])([F:38])[F:37])[C:3]=1[C:4]([N:6]1[C:14]2[C:9](=[CH:10][CH:11]=[C:12]([C:15]3[O:19][N:18]=[C:17]([CH3:20])[N:16]=3)[CH:13]=2)[C:8]([C:21]2[CH:30]=[CH:29][C:24]([C:25]([O:27]C)=[O:26])=[CH:23][C:22]=2[F:31])=[N:7]1)=[O:5].[Li+].[OH-].Cl. (5) The reactants are [NH2:1][C:2]1[CH:10]=[CH:9][C:5]([C:6]([OH:8])=[O:7])=[CH:4][C:3]=1[Cl:11].C(N(C(C)C)C(C)C)C.[C:21]([NH:38][CH2:39][C:40](Cl)=[O:41])([O:23][CH2:24][CH:25]1[C:37]2[C:32](=[CH:33][CH:34]=[CH:35][CH:36]=2)[C:31]2[C:26]1=[CH:27][CH:28]=[CH:29][CH:30]=2)=[O:22]. The catalyst is C1COCC1.C(Cl)Cl.C1COCC1. The product is [CH:27]1[C:26]2[CH:25]([CH2:24][O:23][C:21]([NH:38][CH2:39][C:40]([NH:1][C:2]3[CH:10]=[CH:9][C:5]([C:6]([OH:8])=[O:7])=[CH:4][C:3]=3[Cl:11])=[O:41])=[O:22])[C:37]3[C:32](=[CH:33][CH:34]=[CH:35][CH:36]=3)[C:31]=2[CH:30]=[CH:29][CH:28]=1. The yield is 0.750. (6) The reactants are Cl.[CH3:2][N:3]1[CH2:8][CH2:7][C:6]([CH3:12])([C:9](O)=[O:10])[CH2:5][CH2:4]1.[AlH4-].[Li+].[OH-].[Na+]. The catalyst is O1CCCC1.O.C(OCC)C. The product is [CH3:2][N:3]1[CH2:8][CH2:7][C:6]([CH2:9][OH:10])([CH3:12])[CH2:5][CH2:4]1. The yield is 0.730. (7) The reactants are [CH3:1][O:2][C:3]1[CH:4]=[C:5]2[C:10](=[CH:11][C:12]=1[O:13][CH3:14])[N:9]=[CH:8][CH:7]=[C:6]2[O:15][C:16]1[CH:21]=[CH:20][C:19]([NH:22][C:23](=O)[CH2:24][O:25][C:26]2[CH:31]=[C:30]([CH3:32])[CH:29]=[C:28]([CH3:33])[CH:27]=2)=[CH:18][CH:17]=1.Cl.[OH-].[Na+]. The catalyst is O1CCCC1. The product is [CH3:1][O:2][C:3]1[CH:4]=[C:5]2[C:10](=[CH:11][C:12]=1[O:13][CH3:14])[N:9]=[CH:8][CH:7]=[C:6]2[O:15][C:16]1[CH:21]=[CH:20][C:19]([NH:22][CH2:23][CH2:24][O:25][C:26]2[CH:31]=[C:30]([CH3:32])[CH:29]=[C:28]([CH3:33])[CH:27]=2)=[CH:18][CH:17]=1. The yield is 0.800.